From a dataset of Reaction yield outcomes from USPTO patents with 853,638 reactions. Predict the reaction yield, written as a fraction of the theoretical maximum amount of product (1.0 means a 100% yield; for example, 0.34 means a 34% yield). (1) The reactants are [C:1]([C:3]1[CH:4]=[C:5]([CH:27]=[C:28]([CH3:30])[CH:29]=1)[C:6]([C:8]1[N:13]([CH2:14][C:15]2([CH2:18][C:19](O)=[O:20])[CH2:17][CH2:16]2)[C:12](=[O:22])[NH:11][C:10](=[O:23])[C:9]=1[CH:24]([CH3:26])[CH3:25])=[O:7])#[N:2].C(Cl)(=O)C(Cl)=O.[CH3:37][O:38][C:39]1[CH:46]=[CH:45][C:42]([CH2:43][NH2:44])=[CH:41][CH:40]=1. The catalyst is C1COCC1.CN(C=O)C. The product is [C:1]([C:3]1[CH:4]=[C:5]([CH:27]=[C:28]([CH3:30])[CH:29]=1)[C:6]([C:8]1[N:13]([CH2:14][C:15]2([CH2:18][C:19]([NH:44][CH2:43][C:42]3[CH:45]=[CH:46][C:39]([O:38][CH3:37])=[CH:40][CH:41]=3)=[O:20])[CH2:16][CH2:17]2)[C:12](=[O:22])[NH:11][C:10](=[O:23])[C:9]=1[CH:24]([CH3:26])[CH3:25])=[O:7])#[N:2]. The yield is 0.830. (2) The reactants are Br[C:2]1[CH:3]=[C:4]2[C:9](=[CH:10][CH:11]=1)[N:8]=[C:7]([NH:12][CH2:13][C:14]1[CH:19]=[CH:18][CH:17]=[CH:16][C:15]=1[O:20][CH3:21])[CH:6]=[CH:5]2.[NH2:22][C:23]1[N:28]=[CH:27][CH:26]=[CH:25][N:24]=1.[Na].CCSC(N(CC(C)C)CC(C)C)=O. The catalyst is C1C=CC(/C=C/C(/C=C/C2C=CC=CC=2)=O)=CC=1.C1C=CC(/C=C/C(/C=C/C2C=CC=CC=2)=O)=CC=1.C1C=CC(/C=C/C(/C=C/C2C=CC=CC=2)=O)=CC=1.[Pd].[Pd].O.O1CCOCC1. The product is [CH3:21][O:20][C:15]1[CH:16]=[CH:17][CH:18]=[CH:19][C:14]=1[CH2:13][NH:12][C:7]1[CH:6]=[CH:5][C:4]2[C:9](=[CH:10][CH:11]=[C:2]([NH:22][C:23]3[N:28]=[CH:27][CH:26]=[CH:25][N:24]=3)[CH:3]=2)[N:8]=1. The yield is 0.360. (3) The reactants are [C:1]([C:3]1[CH:4]=[C:5]([C:9]2[C:14]([O:15]C)=[CH:13][C:12]([C:17]([CH3:24])([CH3:23])[C:18]([O:20][CH2:21][CH3:22])=[O:19])=[CH:11][C:10]=2[O:25]C)[CH:6]=[CH:7][CH:8]=1)#[N:2].B(Br)(Br)Br. The catalyst is C(Cl)Cl. The product is [C:1]([C:3]1[CH:4]=[C:5]([C:9]2[C:10]([OH:25])=[CH:11][C:12]([C:17]([CH3:24])([CH3:23])[C:18]([O:20][CH2:21][CH3:22])=[O:19])=[CH:13][C:14]=2[OH:15])[CH:6]=[CH:7][CH:8]=1)#[N:2]. The yield is 0.310. (4) The reactants are N[C:2]1[C:3]([Cl:8])=[N:4][CH:5]=[CH:6][CH:7]=1.[F:9][C:10]([F:14])([F:13])[CH2:11][OH:12].FC(F)(F)C(O)=O.N(OC(C)(C)C)=O.C(=O)(O)[O-].[Na+]. No catalyst specified. The product is [Cl:8][C:3]1[C:2]([O:12][CH2:11][C:10]([F:14])([F:13])[F:9])=[CH:7][CH:6]=[CH:5][N:4]=1. The yield is 0.626. (5) The reactants are [Cl:1][C:2]1[CH:10]=[C:9]2[C:5]([C:6](=[O:20])[C:7](=[O:19])[N:8]2[CH:11]([CH2:15][CH:16]([CH3:18])[CH3:17])[C:12]([OH:14])=O)=[CH:4][CH:3]=1.[N:21]1[CH:26]=[CH:25][CH:24]=[CH:23][C:22]=1[NH2:27].C(N(CC)C(C)C)(C)C.F[P-](F)(F)(F)(F)F.N1(O[P+](N(C)C)(N(C)C)N(C)C)C2C=CC=CC=2N=N1. The catalyst is CN(C)C=O.C(OCC)(=O)C. The product is [N:21]1[CH:26]=[CH:25][CH:24]=[CH:23][C:22]=1[NH:27][C:12](=[O:14])[CH:11]([N:8]1[C:9]2[C:5](=[CH:4][CH:3]=[C:2]([Cl:1])[CH:10]=2)[C:6](=[O:20])[C:7]1=[O:19])[CH2:15][CH:16]([CH3:18])[CH3:17]. The yield is 0.0700. (6) The reactants are [C:1]([O:10][CH3:11])(=[O:9])[C:2]1[C:3](=[CH:5][CH:6]=[CH:7][CH:8]=1)[NH2:4].[C:12]([OH:15])(=O)[CH3:13].[N+:16]([O-])([OH:18])=[O:17]. The catalyst is C(OC(=O)C)(=O)C. The product is [C:12]([NH:4][C:3]1[C:5]([N+:16]([O-:18])=[O:17])=[CH:6][CH:7]=[CH:8][C:2]=1[C:1]([O:10][CH3:11])=[O:9])(=[O:15])[CH3:13]. The yield is 0.520. (7) The yield is 0.540. The product is [F:1][C:2]([F:13])([F:12])[C:3]1[CH:8]=[CH:7][C:6]([C:15]2[CH:16]=[CH:17][C:18]3[O:22][C:21]([N:23]4[CH:29]5[CH2:28][CH2:27][N:26]([CH2:31][CH2:30]5)[CH2:25][CH2:24]4)=[N:20][C:19]=3[CH:32]=2)=[CH:5][CH:4]=1. The reactants are [F:1][C:2]([F:13])([F:12])[C:3]1[CH:8]=[CH:7][C:6](B(O)O)=[CH:5][CH:4]=1.Br[C:15]1[CH:16]=[CH:17][C:18]2[O:22][C:21]([N:23]3[CH:29]4[CH2:30][CH2:31][N:26]([CH2:27][CH2:28]4)[CH2:25][CH2:24]3)=[N:20][C:19]=2[CH:32]=1. No catalyst specified. (8) No catalyst specified. The product is [CH3:20][C:19]1[N:18]([C:12]2[CH:17]=[CH:16][CH:15]=[CH:14][CH:13]=2)[C:2]2=[N:3][C:4]([CH3:11])=[CH:5][CH:6]=[C:7]2[N:8]=1. The reactants are Br[C:2]1[C:7]([N+:8]([O-])=O)=[CH:6][CH:5]=[C:4]([CH3:11])[N:3]=1.[C:12]1([NH:18][C:19](=O)[CH3:20])[CH:17]=[CH:16][CH:15]=[CH:14][CH:13]=1. The yield is 0.510. (9) The reactants are [Br:1][C:2]1[C:3]([N+:23]([O-])=O)=[CH:4][C:5]2[O:9][C:8]([C:10]3[CH:15]=[CH:14][C:13]([F:16])=[CH:12][CH:11]=3)=[C:7]([C:17]([O:19][CH2:20][CH3:21])=[O:18])[C:6]=2[CH:22]=1.[NH4+].[Cl-]. The catalyst is CO.C1COCC1.O.[Fe]. The product is [NH2:23][C:3]1[C:2]([Br:1])=[CH:22][C:6]2[C:7]([C:17]([O:19][CH2:20][CH3:21])=[O:18])=[C:8]([C:10]3[CH:11]=[CH:12][C:13]([F:16])=[CH:14][CH:15]=3)[O:9][C:5]=2[CH:4]=1. The yield is 0.820.